This data is from Forward reaction prediction with 1.9M reactions from USPTO patents (1976-2016). The task is: Predict the product of the given reaction. (1) The product is: [NH2:8][CH2:9][C@@H:10]1[C@@H:15]([C:16]([O:18][CH2:19][CH3:20])=[O:17])[C@H:14]([C:21]2[CH:22]=[CH:23][C:24]([F:27])=[CH:25][CH:26]=2)[C@@H:13]([O:28][C@@H:29]([C:31]2[CH:32]=[C:33]([C:41]([F:42])([F:43])[F:44])[CH:34]=[C:35]([C:37]([F:40])([F:38])[F:39])[CH:36]=2)[CH3:30])[CH2:12][CH2:11]1. Given the reactants C([NH:8][CH2:9][C@@H:10]1[C@@H:15]([C:16]([O:18][CH2:19][CH3:20])=[O:17])[C@H:14]([C:21]2[CH:26]=[CH:25][C:24]([F:27])=[CH:23][CH:22]=2)[C@@H:13]([O:28][C@@H:29]([C:31]2[CH:36]=[C:35]([C:37]([F:40])([F:39])[F:38])[CH:34]=[C:33]([C:41]([F:44])([F:43])[F:42])[CH:32]=2)[CH3:30])[CH2:12][CH2:11]1)C1C=CC=CC=1, predict the reaction product. (2) Given the reactants COC1C=CC(C[N:8]2[C:12]([N:13](CC3C=CC(OC)=CC=3)[CH3:14])=[N:11][C:10]([NH:24][C:25]3[CH:32]=[CH:31][C:28]([C:29]#[N:30])=[C:27]([C:33]([F:36])([F:35])[F:34])[CH:26]=3)=[N:9]2)=CC=1.C(O)(C(F)(F)F)=O, predict the reaction product. The product is: [CH3:14][NH:13][C:12]1[NH:8][N:9]=[C:10]([NH:24][C:25]2[CH:32]=[CH:31][C:28]([C:29]#[N:30])=[C:27]([C:33]([F:36])([F:34])[F:35])[CH:26]=2)[N:11]=1. (3) Given the reactants FC(F)(F)C1C=C(NC(=O)NC2C=CC(C3SC(CCC(OC)=O)=NC=3)=CC=2)C=CC=1.[NH2:32][C:33]1[CH:38]=[CH:37][C:36]([C:39]2[S:43][C:42]([CH2:44][CH2:45][CH2:46][C:47]([O:49][CH3:50])=[O:48])=[N:41][CH:40]=2)=[CH:35][CH:34]=1.[Cl:51][C:52]1[CH:57]=[CH:56][C:55]([N:58]=[C:59]=[O:60])=[C:54]([O:61][C:62]2[CH:67]=[CH:66][CH:65]=[CH:64][CH:63]=2)[CH:53]=1, predict the reaction product. The product is: [Cl:51][C:52]1[CH:57]=[CH:56][C:55]([NH:58][C:59](=[O:60])[NH:32][C:33]2[CH:34]=[CH:35][C:36]([C:39]3[S:43][C:42]([CH2:44][CH2:45][CH2:46][C:47]([O:49][CH3:50])=[O:48])=[N:41][CH:40]=3)=[CH:37][CH:38]=2)=[C:54]([O:61][C:62]2[CH:63]=[CH:64][CH:65]=[CH:66][CH:67]=2)[CH:53]=1. (4) Given the reactants [CH3:1][O:2][C:3](=[O:17])[C:4]1[CH:9]=[CH:8][C:7]([C:10]2[O:11][C:12]([CH:15]=O)=[CH:13][CH:14]=2)=[CH:6][CH:5]=1.[CH3:18][C:19]1[CH:32]=[CH:31][C:22]([CH2:23][N:24]2[C:28](=[O:29])[CH2:27][S:26][C:25]2=[S:30])=[CH:21][CH:20]=1, predict the reaction product. The product is: [CH3:1][O:2][C:3](=[O:17])[C:4]1[CH:5]=[CH:6][C:7]([C:10]2[O:11][C:12]([CH:15]=[C:27]3[S:26][C:25](=[S:30])[N:24]([CH2:23][C:22]4[CH:31]=[CH:32][C:19]([CH3:18])=[CH:20][CH:21]=4)[C:28]3=[O:29])=[CH:13][CH:14]=2)=[CH:8][CH:9]=1. (5) Given the reactants [Br:1][C:2]1[C:3]([OH:9])=[N:4][C:5](Cl)=[N:6][CH:7]=1.[CH3:10][S:11][C:12]1[CH:17]=[CH:16][C:15]([NH2:18])=[CH:14][CH:13]=1.Cl.O, predict the reaction product. The product is: [Br:1][C:2]1[C:3]([OH:9])=[N:4][C:5]([NH:18][C:15]2[CH:16]=[CH:17][C:12]([S:11][CH3:10])=[CH:13][CH:14]=2)=[N:6][CH:7]=1. (6) Given the reactants [S:1]1[CH:5]=[CH:4][CH:3]=[C:2]1[N:6]1[CH2:11][CH2:10][CH:9]([C:12]([OH:14])=O)[CH2:8][CH2:7]1.BrC1SC=CC=1.[N:21]1[C:29]([NH2:30])=[C:28]2[C:24]([N:25]=[CH:26][NH:27]2)=[N:23][CH:22]=1, predict the reaction product. The product is: [N:21]1[C:29]([NH:30][C:12]([CH:9]2[CH2:8][CH2:7][N:6]([C:2]3[S:1][CH:5]=[CH:4][CH:3]=3)[CH2:11][CH2:10]2)=[O:14])=[C:28]2[C:24]([N:25]=[CH:26][NH:27]2)=[N:23][CH:22]=1. (7) Given the reactants [Cl:1][C:2]1[CH:3]=[CH:4][C:5]2[C:11]3[N:12](CC4C=CC(OC)=CC=4OC)[C:13](=[O:21])[C:14]([C:17]([O:19]C)=[O:18])=[C:15]([OH:16])[C:10]=3[CH2:9][CH2:8][CH2:7][C:6]=2[CH:33]=1.[CH2:34]1[C:37]2([CH2:41][CH2:40][NH:39][CH2:38]2)[CH2:36][N:35]1C(OC(C)(C)C)=O, predict the reaction product. The product is: [ClH:1].[OH:16][C:15]1[C:10]2[CH2:9][CH2:8][CH2:7][C:6]3[CH:33]=[C:2]([N:39]4[CH2:40][CH2:41][C:37]5([CH2:34][NH:35][CH2:36]5)[CH2:38]4)[CH:3]=[CH:4][C:5]=3[C:11]=2[NH:12][C:13](=[O:21])[C:14]=1[C:17]([OH:19])=[O:18].